Dataset: Peptide-MHC class II binding affinity with 134,281 pairs from IEDB. Task: Regression. Given a peptide amino acid sequence and an MHC pseudo amino acid sequence, predict their binding affinity value. This is MHC class II binding data. (1) The peptide sequence is LGRFKHTDACCRTHDMCP. The MHC is DRB1_0401 with pseudo-sequence DRB1_0401. The binding affinity (normalized) is 0.260. (2) The peptide sequence is SNFLRGKLKLYTGEA. The MHC is DRB1_1101 with pseudo-sequence DRB1_1101. The binding affinity (normalized) is 0.514. (3) The binding affinity (normalized) is 0.595. The peptide sequence is ERDYSRYFGNVRLRE. The MHC is DRB1_0101 with pseudo-sequence DRB1_0101. (4) The peptide sequence is GELQIFDKIDAAFKI. The MHC is DRB1_0404 with pseudo-sequence DRB1_0404. The binding affinity (normalized) is 0.573. (5) The peptide sequence is DHTNFKYNYSVIEGG. The MHC is DRB1_0405 with pseudo-sequence DRB1_0405. The binding affinity (normalized) is 0.629.